Dataset: Reaction yield outcomes from USPTO patents with 853,638 reactions. Task: Predict the reaction yield, written as a fraction of the theoretical maximum amount of product (1.0 means a 100% yield; for example, 0.34 means a 34% yield). (1) The yield is 0.890. The catalyst is C(Cl)Cl. The reactants are ClC(Cl)C.[Br:5][C:6]1[CH:15]=[N:14][C:13]2[NH:12][C:11](=O)[C:10]([CH3:18])([CH3:17])[O:9][C:8]=2[CH:7]=1.P(Cl)(Cl)(Cl)(Cl)Cl.[CH3:25][NH2:26]. The product is [Br:5][C:6]1[CH:15]=[N:14][C:13]2[NH:12]/[C:11](=[N:26]/[CH3:25])/[C:10]([CH3:18])([CH3:17])[O:9][C:8]=2[CH:7]=1. (2) The reactants are [Br:1][C:2]1[CH:3]=[CH:4][C:5]2[NH:6][C:7]3[C:12]([C:13]=2[CH:14]=1)=[CH:11][C:10]([Br:15])=[CH:9][CH:8]=3.[H-].[Na+].[Br:18][C:19]1[CH:20]=[CH:21][C:22]2[N:23]([CH2:33][CH:34]3[CH2:36][O:35]3)[C:24]3[C:29]([C:30]=2[CH:31]=1)=[CH:28][C:27]([Br:32])=[CH:26][CH:25]=3. The catalyst is CN(C=O)C. The product is [Br:15][C:10]1[CH:9]=[CH:8][C:7]2[N:6]([CH2:36][CH:34]([OH:35])[CH2:33][N:23]3[C:24]4[CH:25]=[CH:26][C:27]([Br:32])=[CH:28][C:29]=4[C:30]4[C:22]3=[CH:21][CH:20]=[C:19]([Br:18])[CH:31]=4)[C:5]3[C:13]([C:12]=2[CH:11]=1)=[CH:14][C:2]([Br:1])=[CH:3][CH:4]=3. The yield is 0.340. (3) The reactants are [F:1][C:2]1[CH:3]=[C:4]2[C:9](=[CH:10][CH:11]=1)[N:8]=[C:7]([NH:12][C:13](=[O:17])OCC)[C:6]([O:18][CH3:19])=[N:5]2.[CH3:20][O:21][C:22]1[CH:27]=[CH:26][C:25]([N:28]2[CH2:33][CH2:32][NH:31][CH2:30][CH2:29]2)=[CH:24][CH:23]=1. No catalyst specified. The product is [F:1][C:2]1[CH:3]=[C:4]2[C:9](=[CH:10][CH:11]=1)[N:8]=[C:7]([NH:12][C:13]([N:31]1[CH2:30][CH2:29][N:28]([C:25]3[CH:24]=[CH:23][C:22]([O:21][CH3:20])=[CH:27][CH:26]=3)[CH2:33][CH2:32]1)=[O:17])[C:6]([O:18][CH3:19])=[N:5]2. The yield is 0.840. (4) The reactants are Br[C:2]1[N:7]=[C:6]2[N:8]([C@H:12]([C:14]3[CH:19]=[CH:18][CH:17]=[CH:16][CH:15]=3)[CH3:13])[C:9]([OH:11])=[N:10][C:5]2=[N:4][CH:3]=1.CN1C[CH2:24][CH2:23][C:22]1=O.C(N(CC)CC)C.C([Sn](CCCC)(CCCC)/C=C/C)CCC. The catalyst is CCOC(C)=O.C1C=CC([P]([Pd]([P](C2C=CC=CC=2)(C2C=CC=CC=2)C2C=CC=CC=2)([P](C2C=CC=CC=2)(C2C=CC=CC=2)C2C=CC=CC=2)[P](C2C=CC=CC=2)(C2C=CC=CC=2)C2C=CC=CC=2)(C2C=CC=CC=2)C2C=CC=CC=2)=CC=1. The product is [C:14]1([C@@H:12]([N:8]2[C:6]3=[N:7][C:2](/[CH:22]=[CH:23]/[CH3:24])=[CH:3][N:4]=[C:5]3[N:10]=[C:9]2[OH:11])[CH3:13])[CH:19]=[CH:18][CH:17]=[CH:16][CH:15]=1. The yield is 0.540. (5) The reactants are [CH:1]1[C:10]2[C:5](=[CH:6][CH:7]=[CH:8][CH:9]=2)[C:4]([CH2:11][C:12]([O:14]C(C)(C)C)=[O:13])=[CH:3][N:2]=1.C(O)(C(F)(F)F)=O. The catalyst is C(Cl)Cl. The product is [CH:1]1[C:10]2[C:5](=[CH:6][CH:7]=[CH:8][CH:9]=2)[C:4]([CH2:11][C:12]([OH:14])=[O:13])=[CH:3][N:2]=1. The yield is 0.930. (6) The reactants are CO[C:3](=[O:32])[CH:4]([C:15]1[N:19]2[CH:20]=[C:21]([CH3:24])[CH:22]=[CH:23][C:18]2=[N:17][C:16]=1[C:25]1[CH:30]=[CH:29][C:28]([CH3:31])=[CH:27][CH:26]=1)[CH2:5][CH2:6][CH2:7][NH:8]S(C(C)(C)C)=O.Cl. The catalyst is CO.CO.CCOC(C)=O. The product is [CH3:24][C:21]1[CH:22]=[CH:23][C:18]2[N:19]([C:15]([CH:4]3[CH2:5][CH2:6][CH2:7][NH:8][C:3]3=[O:32])=[C:16]([C:25]3[CH:30]=[CH:29][C:28]([CH3:31])=[CH:27][CH:26]=3)[N:17]=2)[CH:20]=1. The yield is 0.770.